The task is: Binary Classification. Given a drug SMILES string, predict its activity (active/inactive) in a high-throughput screening assay against a specified biological target.. This data is from M1 muscarinic receptor agonist screen with 61,833 compounds. (1) The compound is O=C(Nc1c2c([nH]c1C(OC)=O)cccc2OC)CN1C2CC(CC(C2)(C)C)(C1)C. The result is 0 (inactive). (2) The result is 0 (inactive). The compound is Clc1cc(c(OCCCC(=O)N2CCN(CC2)C(=O)c2occc2)cc1)C. (3) The compound is O1N=C(C2C1C(=O)N(C2=O)c1cc2OCCOc2cc1)c1cc(OC)c(OC)cc1. The result is 0 (inactive). (4) The drug is S(=O)(=O)(CCC(NC(=O)C)C(=O)Nc1c(OC)ccc(OC)c1)C. The result is 0 (inactive).